This data is from Forward reaction prediction with 1.9M reactions from USPTO patents (1976-2016). The task is: Predict the product of the given reaction. Given the reactants [NH2:1][CH2:2][CH2:3][OH:4].[C:5]([N:9]1[C:13](=[O:14])[C:12](Cl)=[C:11]([C:16]2[CH:21]=[CH:20][CH:19]=[CH:18][CH:17]=2)[S:10]1(=[O:23])=[O:22])([CH3:8])([CH3:7])[CH3:6], predict the reaction product. The product is: [C:5]([N:9]1[C:13](=[O:14])[C:12]([NH:1][CH2:2][CH2:3][OH:4])=[C:11]([C:16]2[CH:21]=[CH:20][CH:19]=[CH:18][CH:17]=2)[S:10]1(=[O:23])=[O:22])([CH3:8])([CH3:7])[CH3:6].